From a dataset of Experimentally validated miRNA-target interactions with 360,000+ pairs, plus equal number of negative samples. Binary Classification. Given a miRNA mature sequence and a target amino acid sequence, predict their likelihood of interaction. (1) The miRNA is hsa-miR-6857-3p with sequence UGACUGAGCUUCUCCCCACAG. The protein sequence of the target gene is MVAERSPARSPGSWLFPGLWLLVLSGPGGLLRAQEQPSCRRAFDLYFVLDKSGSVANNWIEIYNFVQQLAERFVSPEMRLSFIVFSSQATIILPLTGDRGKISKGLEDLKRVSPVGETYIHEGLKLANEQIQKAGGLKTSSIIIALTDGKLDGLVPSYAEKEAKISRSLGASVYCVGVLDFEQAQLERIADSKEQVFPVKGGFQALKGIINSILAQSCTEILELQPSSVCVGEEFQIVLSGRGFMLGSRNGSVLCTYTVNETYTTSVKPVSVQLNSMLCPAPILNKAGETLDVSVSFNGG.... Result: 1 (interaction). (2) The miRNA is hsa-miR-552-3p with sequence AACAGGUGACUGGUUAGACAA. The protein sequence of the target gene is MLRYLLKTLLQMNLFADSLAGDISNSSELLLGFNSSLAALNHTLLPPGDPSLNGSRVGPEDAMPRIVEQPPDLLVSRGEPATLPCRAEGRPRPNIEWYKNGARVATVREDPRAHRLLLPSGALFFPRIVHGRRARPDEGVYTCVARNYLGAAASRNASLEVAVLRDDFRQSPGNVVVAVGEPAVLECVPPRGHPEPSVSWRKDGARLKEEEGRITIRGGKLMMSHTLKSDAGMYVCVASNMAGERESAAAEVMVLERPSFLRRPVNQVVLADAPVTFLCEVKGDPPPRLRWRKEDGELPT.... Result: 0 (no interaction).